Dataset: Peptide-MHC class I binding affinity with 185,985 pairs from IEDB/IMGT. Task: Regression. Given a peptide amino acid sequence and an MHC pseudo amino acid sequence, predict their binding affinity value. This is MHC class I binding data. (1) The peptide sequence is FPVKYAAAF. The MHC is Mamu-A2201 with pseudo-sequence Mamu-A2201. The binding affinity (normalized) is 0.576. (2) The binding affinity (normalized) is 0.305. The MHC is HLA-B18:01 with pseudo-sequence HLA-B18:01. The peptide sequence is YVADALAAF. (3) The peptide sequence is RHRILDIYL. The MHC is Mamu-A20102 with pseudo-sequence Mamu-A20102. The binding affinity (normalized) is 0.413.